From a dataset of Forward reaction prediction with 1.9M reactions from USPTO patents (1976-2016). Predict the product of the given reaction. The product is: [Br:16][C:17]1[C:18]([O:15][C:3]2[CH:4]=[CH:5][C:6]3[N:7]([CH2:11][CH:12]4[CH2:14][CH2:13]4)[N:8]=[N:9][C:10]=3[C:2]=2[Cl:1])=[N:19][CH:20]=[CH:21][CH:22]=1. Given the reactants [Cl:1][C:2]1[C:10]2[N:9]=[N:8][N:7]([CH2:11][CH:12]3[CH2:14][CH2:13]3)[C:6]=2[CH:5]=[CH:4][C:3]=1[OH:15].[Br:16][C:17]1[C:18](Cl)=[N:19][CH:20]=[CH:21][CH:22]=1.C(=O)([O-])[O-].[Cs+].[Cs+], predict the reaction product.